Binary Classification. Given a miRNA mature sequence and a target amino acid sequence, predict their likelihood of interaction. From a dataset of Experimentally validated miRNA-target interactions with 360,000+ pairs, plus equal number of negative samples. (1) The miRNA is mmu-miR-486a-5p with sequence UCCUGUACUGAGCUGCCCCGAG. The protein sequence of the target gene is MAAPAVSGLSRQVRCFSTSVVRPFAKLVRPPVQVYGIEGRYATALYSAASKQNKLEQVEKELLRVAQILKEPKVAASVLNPYVKRSIKVKSLNDITAKERFSPLTTNLINLLAENGRLSNTQGVVSAFSTMMSVHRGEVPCTVTSASPLEEATLSELKTVLKSFLSQGQVLKLEAKTDPSILGGMIVRIGEKYVDMSVKTKIQKLGRAMREIV. Result: 0 (no interaction). (2) The miRNA is hsa-miR-6759-3p with sequence UGACCUUUGCCUCUCCCCUCAG. The protein sequence of the target gene is MTSEMESSLEVSFSSSCAVSGASGCLPPARSRIFKIIVIGDSNVGKTCLTYRFCAGRFPDRTEATIGVDFRERAVDIDGERIKIQLWDTAGQERFRKSMVQHYYRNVHAVVFVYDMTNMASFHSLPAWIEECKQHLLANDIPRILVGNKCDLRSAIQVPTDLAQKFADTHSMPLFETSAKNPNDNDHVEAIFMTLAHKLKSHKPLMLSQLPDNRISLKPETKPAVTCWC. Result: 0 (no interaction). (3) Result: 1 (interaction). The protein sequence of the target gene is MLPWTALGLALSLRLALARSGAERGPPASAPRGDLMFLLDSSASVSHYEFSRVREFVGQLVAPLPLGTGALRASLVHVGSRPYTEFPFGQHSSGEAAQDAVRASAQRMGDTHTGLALVYAKEQLFAEASGARPGVPKVLVWVTDGGSSDPVGPPMQELKDLGVTVFIVSTGRGNFLELSAAASAPAEKHLHFVDVDDLHIIVQELRGSILDAMRPQQLHATEITSSGFRLAWPPLLTADSGYYVLELVPSAQPGAARRQQLPGNATDWIWAGLDPDTDYDVALVPESNVRLLRPQILRVR.... The miRNA is hsa-miR-874-5p with sequence CGGCCCCACGCACCAGGGUAAGA. (4) The miRNA is hsa-miR-944 with sequence AAAUUAUUGUACAUCGGAUGAG. Result: 1 (interaction). The protein sequence of the target gene is MSSSLGKEKDSKEKDPKVPSAKEREKEAKASGGFGKESKEKEPKTKGKDAKDGKKDSSAAQPGVAFSVDNTIKRPNPAPGTRKKSSNAEVIKELNKCREENSMRLDLSKRSIHILPSSIKELTQLTELYLYSNKLQSLPAEVGCLVNLMTLALSENSLTSLPDSLDNLKKLRMLDLRHNKLREIPSVVYRLDSLTTLYLRFNRITTVEKDIKNLSKLSMLSIRENKIKQLPAEIGELCNLITLDVAHNQLEHLPKEIGNCTQITNLDLQHNELLDLPDTIGNLSSLSRLGLRYNRLSAIP.... (5) The miRNA is hsa-miR-6741-5p with sequence GUGGGUGCUGGUGGGAGCCGUG. The protein sequence of the target gene is MARATLSAAPSNPRLLRVALLLLLLVAASRRAAGAPLATELRCQCLQTLQGIHLKNIQSVKVKSPGPHCAQTEVIATLKNGQKACLNPASPMVKKIIEKMLKNGKSN. Result: 0 (no interaction).